Dataset: Full USPTO retrosynthesis dataset with 1.9M reactions from patents (1976-2016). Task: Predict the reactants needed to synthesize the given product. Given the product [CH2:1]([O:8][NH:9][C:21]([C:20]1[N:19]=[CH:18][N:15]2[C:16](=[O:17])[N:11]([CH3:10])[N:12]=[N:13][C:14]=12)=[O:22])[C:2]1[CH:7]=[CH:6][CH:5]=[CH:4][CH:3]=1, predict the reactants needed to synthesize it. The reactants are: [CH2:1]([O:8][NH2:9])[C:2]1[CH:7]=[CH:6][CH:5]=[CH:4][CH:3]=1.[CH3:10][N:11]1[C:16](=[O:17])[N:15]2[CH:18]=[N:19][C:20]([C:21](Cl)=[O:22])=[C:14]2[N:13]=[N:12]1.